The task is: Predict which catalyst facilitates the given reaction.. This data is from Catalyst prediction with 721,799 reactions and 888 catalyst types from USPTO. (1) Product: [Cl:21][C:11]1[C:12]([O:19][CH3:20])=[CH:13][C:14]([O:17][CH3:18])=[C:15]([Cl:16])[C:10]=1[CH2:9][O:8][C:5]1[CH:4]=[N:3][C:2]([NH:22][C:23]2[CH:28]=[CH:27][C:26]([CH:29]3[CH2:30][CH2:31][N:32]([C:35]([O:37][C:38]([CH3:39])([CH3:40])[CH3:41])=[O:36])[CH2:33][CH2:34]3)=[CH:25][C:24]=2[O:42][CH3:43])=[N:7][CH:6]=1. The catalyst class is: 713. Reactant: Cl[C:2]1[N:7]=[CH:6][C:5]([O:8][CH2:9][C:10]2[C:15]([Cl:16])=[C:14]([O:17][CH3:18])[CH:13]=[C:12]([O:19][CH3:20])[C:11]=2[Cl:21])=[CH:4][N:3]=1.[NH2:22][C:23]1[CH:28]=[CH:27][C:26]([CH:29]2[CH2:34][CH2:33][N:32]([C:35]([O:37][C:38]([CH3:41])([CH3:40])[CH3:39])=[O:36])[CH2:31][CH2:30]2)=[CH:25][C:24]=1[O:42][CH3:43].C(=O)([O-])[O-].[Cs+].[Cs+].O1CCOCC1. (2) Reactant: [N+:1]([C:4]1[CH:12]=[C:11]2[C:7]([CH:8]=[CH:9][N:10]2[CH2:13][C:14]([O:16][C:17]([CH3:20])([CH3:19])[CH3:18])=[O:15])=[CH:6][CH:5]=1)([O-])=O.[Cl-].[NH4+]. Product: [NH2:1][C:4]1[CH:12]=[C:11]2[C:7]([CH:8]=[CH:9][N:10]2[CH2:13][C:14]([O:16][C:17]([CH3:20])([CH3:19])[CH3:18])=[O:15])=[CH:6][CH:5]=1. The catalyst class is: 679. (3) Reactant: Cl[C:2]1[C:3]2[CH:10]=[C:9]([CH2:11][C:12]([F:15])([F:14])[F:13])[S:8][C:4]=2[N:5]=[CH:6][N:7]=1.C(N(CC)C(C)C)(C)C.C([N:32]1[CH2:37][CH2:36][NH:35][CH2:34][CH2:33]1)(OC(C)(C)C)=O. Product: [N:32]1([C:2]2[C:3]3[CH:10]=[C:9]([CH2:11][C:12]([F:15])([F:14])[F:13])[S:8][C:4]=3[N:5]=[CH:6][N:7]=2)[CH2:37][CH2:36][NH:35][CH2:34][CH2:33]1. The catalyst class is: 89. (4) Reactant: C(O[C:9]1[CH:10]=[C:11]2[C:16](=[CH:17][CH:18]=1)[O:15][C:14]([CH2:24][CH3:25])([C:19]([O:21]CC)=[O:20])[CH2:13][CH2:12]2)C1C=CC=CC=1.[OH-:26].[Na+]. Product: [CH2:12]([O:26][C:18]1[CH:17]=[C:16]2[C:11]([CH2:12][CH2:13][C:14]([CH2:24][CH3:25])([C:19]([OH:21])=[O:20])[O:15]2)=[CH:10][CH:9]=1)[C:11]1[CH:16]=[CH:17][CH:18]=[CH:9][CH:10]=1. The catalyst class is: 32. (5) Reactant: [C:1]([C:3]1[C:4]([O:23][CH3:24])=[C:5]([NH:16]C(=O)C(F)(F)F)[C:6]([F:15])=[C:7]([C:9]2[CH:14]=[CH:13][CH:12]=[CH:11][CH:10]=2)[CH:8]=1)#[N:2].C(=O)([O-])[O-].[K+].[K+]. Product: [NH2:16][C:5]1[C:4]([O:23][CH3:24])=[C:3]([C:1]#[N:2])[CH:8]=[C:7]([C:9]2[CH:14]=[CH:13][CH:12]=[CH:11][CH:10]=2)[C:6]=1[F:15]. The catalyst class is: 5.